Dataset: TCR-epitope binding with 47,182 pairs between 192 epitopes and 23,139 TCRs. Task: Binary Classification. Given a T-cell receptor sequence (or CDR3 region) and an epitope sequence, predict whether binding occurs between them. The epitope is RQLLFVVEV. The TCR CDR3 sequence is CASSPGLADYNEQFF. Result: 1 (the TCR binds to the epitope).